The task is: Predict the reactants needed to synthesize the given product.. This data is from Full USPTO retrosynthesis dataset with 1.9M reactions from patents (1976-2016). Given the product [CH2:1]([N:5]1[C:13]2[N:12]=[C:11]([Cl:14])[NH:10][C:9]=2[C:8](=[O:15])[N:7]([CH2:16][CH2:17][CH2:18][CH2:19][C:20](=[NH:21])[NH:23][OH:24])[C:6]1=[O:22])[CH2:2][CH2:3][CH3:4], predict the reactants needed to synthesize it. The reactants are: [CH2:1]([N:5]1[C:13]2[N:12]=[C:11]([Cl:14])[NH:10][C:9]=2[C:8](=[O:15])[N:7]([CH2:16][CH2:17][CH2:18][CH2:19][C:20]#[N:21])[C:6]1=[O:22])[CH2:2][CH2:3][CH3:4].[NH2:23][OH:24].